From a dataset of Catalyst prediction with 721,799 reactions and 888 catalyst types from USPTO. Predict which catalyst facilitates the given reaction. Reactant: [OH:1][C:2]1([C:14]([F:17])([F:16])[F:15])[CH2:6][CH2:5][N:4](C(OC(C)(C)C)=O)[CH2:3]1.[C:18]([C:22](O)=[O:23])([F:21])([F:20])[F:19]. Product: [F:19][C:18]([F:21])([F:20])[C:22]([O:1][C:2]1([C:14]([F:15])([F:16])[F:17])[CH2:6][CH2:5][NH:4][CH2:3]1)=[O:23]. The catalyst class is: 2.